The task is: Predict which catalyst facilitates the given reaction.. This data is from Catalyst prediction with 721,799 reactions and 888 catalyst types from USPTO. (1) Reactant: [Cl-].[Al+3].[Cl-].[Cl-].[I-].[Na+].[Cl:7][C:8]1[C:9]2[CH:24]=[C:23]([O:25]C)[C:22]([O:27]C)=[CH:21][C:10]=2[S:11][C:12]=1[C:13]([N:15]1[CH2:20][CH2:19][O:18][CH2:17][CH2:16]1)=[O:14].Cl.S([O-])([O-])=O.[Na+].[Na+]. Product: [Cl:7][C:8]1[C:9]2[CH:24]=[C:23]([OH:25])[C:22]([OH:27])=[CH:21][C:10]=2[S:11][C:12]=1[C:13]([N:15]1[CH2:16][CH2:17][O:18][CH2:19][CH2:20]1)=[O:14]. The catalyst class is: 192. (2) Reactant: [Br:1][C:2]1[CH:3]=[C:4]([F:10])[C:5]([CH2:8][OH:9])=[N:6][CH:7]=1.C(N(CC)CC)C.[CH3:18][S:19](Cl)(=[O:21])=[O:20]. Product: [CH3:18][S:19]([O:9][CH2:8][C:5]1[C:4]([F:10])=[CH:3][C:2]([Br:1])=[CH:7][N:6]=1)(=[O:21])=[O:20]. The catalyst class is: 4. (3) Reactant: Cl.Cl.Cl[CH2:4][C:5]1[N:6]=[C:7]([CH2:10][N:11]([CH3:13])[CH3:12])[S:8][CH:9]=1.[Cl:14][C:15]1[CH:16]=[C:17]([NH:22][C:23]2[C:32]3[C:27](=[CH:28][C:29]([OH:35])=[C:30]([O:33][CH3:34])[CH:31]=3)[N:26]=[CH:25][N:24]=2)[CH:18]=[CH:19][C:20]=1[Cl:21].C(=O)([O-])[O-].[K+].[K+]. Product: [Cl:14][C:15]1[CH:16]=[C:17]([NH:22][C:23]2[C:32]3[C:27](=[CH:28][C:29]([O:35][CH2:4][C:5]4[N:6]=[C:7]([CH2:10][N:11]([CH3:13])[CH3:12])[S:8][CH:9]=4)=[C:30]([O:33][CH3:34])[CH:31]=3)[N:26]=[CH:25][N:24]=2)[CH:18]=[CH:19][C:20]=1[Cl:21]. The catalyst class is: 3. (4) Reactant: [CH2:1]([O:3][C:4]([N:6]1[CH2:12][CH2:11][C:10]2[CH:13]=[CH:14][S:15][C:9]=2[CH2:8][CH2:7]1)=[O:5])[CH3:2].CC(O)=O.C1C(=O)N([Br:27])C(=O)C1. Product: [CH2:1]([O:3][C:4]([N:6]1[CH2:12][CH2:11][C:10]2[CH:13]=[C:14]([Br:27])[S:15][C:9]=2[CH2:8][CH2:7]1)=[O:5])[CH3:2]. The catalyst class is: 22. (5) Reactant: [CH3:1][O:2][C:3](=[O:32])[C:4]1[C:9]([NH:10][CH:11]([CH2:14]OS(C)(=O)=O)[CH2:12][CH3:13])=[CH:8][C:7]([CH3:20])=[N:6][C:5]=1[O:21][C:22]1[C:27]([CH3:28])=[CH:26][C:25]([O:29][CH3:30])=[CH:24][C:23]=1[CH3:31].[I-].[Na+].[CH3:35][S:36](C)=O. Product: [CH3:1][O:2][C:3](=[O:32])[C:4]1[C:9]([NH:10][CH:11]([CH2:14][S:36][CH3:35])[CH2:12][CH3:13])=[CH:8][C:7]([CH3:20])=[N:6][C:5]=1[O:21][C:22]1[C:27]([CH3:28])=[CH:26][C:25]([O:29][CH3:30])=[CH:24][C:23]=1[CH3:31]. The catalyst class is: 10. (6) Reactant: [CH2:1]([NH:3][C:4](=[O:39])[NH:5][C:6]1[S:7][C:8]2[C:9]([C:33]3[CH:38]=[CH:37][CH:36]=[CH:35][N:34]=3)=[N:10][C:11]([C:15]3[CH:16]=[N:17][C:18]([N:21]4[CH2:26][CH2:25][C:24]([CH3:32])([C:27]([O:29]CC)=[O:28])[CH2:23][CH2:22]4)=[N:19][CH:20]=3)=[CH:12][C:13]=2[N:14]=1)[CH3:2].CC(C)([O-])C.[K+].O. Product: [CH2:1]([NH:3][C:4](=[O:39])[NH:5][C:6]1[S:7][C:8]2[C:9]([C:33]3[CH:38]=[CH:37][CH:36]=[CH:35][N:34]=3)=[N:10][C:11]([C:15]3[CH:16]=[N:17][C:18]([N:21]4[CH2:26][CH2:25][C:24]([CH3:32])([C:27]([OH:29])=[O:28])[CH2:23][CH2:22]4)=[N:19][CH:20]=3)=[CH:12][C:13]=2[N:14]=1)[CH3:2]. The catalyst class is: 16.